This data is from Reaction yield outcomes from USPTO patents with 853,638 reactions. The task is: Predict the reaction yield, written as a fraction of the theoretical maximum amount of product (1.0 means a 100% yield; for example, 0.34 means a 34% yield). The catalyst is O1CCCC1.O. The yield is 0.350. The reactants are [CH2:1]([C:3]1[N:4]([C:28]2[CH:33]=[CH:32][C:31]([OH:34])=[CH:30][CH:29]=2)[C:5](=[O:27])[C:6]([CH2:12][C:13]2[CH:18]=[CH:17][C:16]([C:19]3[C:20]([C:25]#[N:26])=[CH:21][CH:22]=[CH:23][CH:24]=3)=[CH:15][CH:14]=2)=[C:7]([CH2:9][CH2:10][CH3:11])[N:8]=1)[CH3:2].[Si](O[CH:43]1[CH2:48][CH2:47][CH:46]([OH:49])[CH2:45][CH2:44]1)(C(C)(C)C)(C)C.C1(P(C2C=CC=CC=2)C2C=CC=CC=2)C=CC=CC=1.[N:70]([C:71]([O:73]C(C)C)=[O:72])=[N:70][C:71]([O:73]C(C)C)=[O:72]. The product is [CH2:1]([C:3]1[N:4]([C:28]2[CH:33]=[CH:32][C:31]([O:34][C@H:43]3[CH2:44][CH2:45][C@H:46]([OH:49])[CH2:47][CH2:48]3)=[CH:30][CH:29]=2)[C:5](=[O:27])[C:6]([CH2:12][C:13]2[CH:18]=[CH:17][C:16]([C:19]3[CH:24]=[CH:23][CH:22]=[CH:21][C:20]=3[C:25]3[NH:70][C:71](=[O:72])[O:73][N:26]=3)=[CH:15][CH:14]=2)=[C:7]([CH2:9][CH2:10][CH3:11])[N:8]=1)[CH3:2].